From a dataset of Forward reaction prediction with 1.9M reactions from USPTO patents (1976-2016). Predict the product of the given reaction. (1) The product is: [Cl:14][C:15]1[CH:22]=[C:21]([S:23]([CH3:26])(=[O:24])=[O:25])[CH:20]=[CH:19][C:11]=1[CH2:12][NH:8][C:1]([N:3]1[CH2:4][CH2:40][CH:41]([O:44][C:45]2[N:50]=[CH:49][CH:48]=[CH:47][N:46]=2)[CH2:6][CH2:7]1)=[O:2]. Given the reactants [C:1]([N:8]1[CH:12]=[CH:11]N=C1)([N:3]1[CH:7]=[CH:6]N=[CH:4]1)=[O:2].Cl.[Cl:14][C:15]1[CH:22]=[C:21]([S:23]([CH3:26])(=[O:25])=[O:24])[CH:20]=[CH:19]C=1CN.C(N(C(C)C)CC)(C)C.Cl.Cl.N1CC[CH:41]([O:44][C:45]2[N:50]=[CH:49][CH:48]=[CH:47][N:46]=2)[CH2:40]C1, predict the reaction product. (2) Given the reactants FC(F)(F)C(O)=O.[C:8]([S:16][C@H:17]1[CH2:21][CH2:20][NH:19][CH2:18]1)(=[O:15])[C:9]1[CH:14]=[CH:13][CH:12]=[CH:11][CH:10]=1.[CH2:22]1[C:30]2[C:25](=[CH:26][CH:27]=[CH:28][CH:29]=2)[CH2:24][C:23]1=O, predict the reaction product. The product is: [C:8]([S:16][C@H:17]1[CH2:21][CH2:20][N:19]([CH:23]2[CH2:22][C:30]3[C:25](=[CH:26][CH:27]=[CH:28][CH:29]=3)[CH2:24]2)[CH2:18]1)(=[O:15])[C:9]1[CH:10]=[CH:11][CH:12]=[CH:13][CH:14]=1. (3) Given the reactants Cl.Cl[CH2:3][CH2:4][CH2:5][N:6]1[CH2:11][CH2:10][CH2:9][CH2:8][CH2:7]1.[OH:12][C:13]1[CH:20]=[CH:19][C:16]([CH:17]=[O:18])=[CH:15][CH:14]=1, predict the reaction product. The product is: [N:6]1([CH2:5][CH2:4][CH2:3][O:12][C:13]2[CH:20]=[CH:19][C:16]([CH:17]=[O:18])=[CH:15][CH:14]=2)[CH2:11][CH2:10][CH2:9][CH2:8][CH2:7]1. (4) Given the reactants [CH:1]([N:4]1[C:8]([CH:9]2[CH2:14][CH2:13][N:12]([CH:15]3[CH2:18][O:17][CH2:16]3)[CH2:11][CH2:10]2)=[CH:7][C:6]([C:19]2[CH:20]=[C:21]([C:26]([F:29])([F:28])[F:27])[C:22]([NH2:25])=[N:23][CH:24]=2)=[N:5]1)([CH3:3])[CH3:2].C1(N2C(C3CCN(C4C[O:48][CH2:47]4)CC3)=CC(I)=N2)CCCC1, predict the reaction product. The product is: [O:17]1[CH2:18][CH:15]([N:12]2[CH2:13][CH2:14][CH:9]([C:8]3[N:4]([CH:1]4[CH2:3][CH2:47][O:48][CH2:2]4)[N:5]=[C:6]([C:19]4[CH:20]=[C:21]([C:26]([F:28])([F:29])[F:27])[C:22]([NH2:25])=[N:23][CH:24]=4)[CH:7]=3)[CH2:10][CH2:11]2)[CH2:16]1.